This data is from Forward reaction prediction with 1.9M reactions from USPTO patents (1976-2016). The task is: Predict the product of the given reaction. Given the reactants [Cl:1][C:2]1[N:7]=[CH:6][C:5]([CH2:8][C:9]2[C:17]([F:18])=[CH:16][C:15]([C:19]#[N:20])=[C:14]3[C:10]=2[C:11]([CH3:30])=[C:12]([CH3:29])[N:13]3[CH2:21][O:22][CH2:23][CH2:24][Si:25]([CH3:28])([CH3:27])[CH3:26])=[CH:4][CH:3]=1.[CH3:31][Si]([N-][Si](C)(C)C)(C)C.[K+].IC, predict the reaction product. The product is: [Cl:1][C:2]1[N:7]=[CH:6][C:5]([CH:8]([C:9]2[C:17]([F:18])=[CH:16][C:15]([C:19]#[N:20])=[C:14]3[C:10]=2[C:11]([CH3:30])=[C:12]([CH3:29])[N:13]3[CH2:21][O:22][CH2:23][CH2:24][Si:25]([CH3:27])([CH3:26])[CH3:28])[CH3:31])=[CH:4][CH:3]=1.